This data is from Full USPTO retrosynthesis dataset with 1.9M reactions from patents (1976-2016). The task is: Predict the reactants needed to synthesize the given product. (1) Given the product [Br:18][C:19]([CH3:24])([CH3:23])[C:20]([C:15]1[CH:14]=[CH:13][C:12]([O:11][C:5]2[CH:6]=[CH:7][CH:8]=[CH:9][CH:10]=2)=[CH:17][CH:16]=1)=[O:21], predict the reactants needed to synthesize it. The reactants are: [Al+3].[Cl-].[Cl-].[Cl-].[C:5]1([O:11][C:12]2[CH:17]=[CH:16][CH:15]=[CH:14][CH:13]=2)[CH:10]=[CH:9][CH:8]=[CH:7][CH:6]=1.[Br:18][C:19]([CH3:24])([CH3:23])[C:20](Br)=[O:21]. (2) Given the product [CH3:19][O:18][C:17]1[N:16]=[C:15]([N:20]2[CH2:25][CH2:24][O:23][CH2:22][CH2:21]2)[N:14]=[C:13]([NH:26][C@@H:27]2[CH2:32][CH2:31][CH2:30][N:29]([C:33]([O:35][C:36]([CH3:39])([CH3:38])[CH3:37])=[O:34])[CH2:28]2)[C:12]=1[C:8]1[S:9][C:5]2[CH:4]=[CH:3][C:2]([CH3:1])=[CH:10][C:6]=2[N:7]=1, predict the reactants needed to synthesize it. The reactants are: [CH3:1][C:2]1[CH:3]=[CH:4][C:5]2[S:9][CH:8]=[N:7][C:6]=2[CH:10]=1.I[C:12]1[C:13]([NH:26][C@@H:27]2[CH2:32][CH2:31][CH2:30][N:29]([C:33]([O:35][C:36]([CH3:39])([CH3:38])[CH3:37])=[O:34])[CH2:28]2)=[N:14][C:15]([N:20]2[CH2:25][CH2:24][O:23][CH2:22][CH2:21]2)=[N:16][C:17]=1[O:18][CH3:19].C(=O)([O-])[O-].[Cs+].[Cs+].